From a dataset of Catalyst prediction with 721,799 reactions and 888 catalyst types from USPTO. Predict which catalyst facilitates the given reaction. (1) Reactant: [H-].[Na+].[CH3:3][C:4]1[C:12]2[C:11](=[O:13])[CH2:10][C:9]([CH3:15])([CH3:14])[CH2:8][C:7]=2[NH:6][CH:5]=1.F[C:17]1[C:26]([F:27])=[C:25]2[C:20]([C:21]([NH2:28])=[N:22][CH:23]=[N:24]2)=[CH:19][CH:18]=1. Product: [NH2:28][C:21]1[C:20]2[C:25](=[C:26]([F:27])[C:17]([N:6]3[C:7]4[CH2:8][C:9]([CH3:15])([CH3:14])[CH2:10][C:11](=[O:13])[C:12]=4[C:4]([CH3:3])=[CH:5]3)=[CH:18][CH:19]=2)[N:24]=[CH:23][N:22]=1. The catalyst class is: 3. (2) Reactant: [I-:1].[Na+].[F:3][C:4]1[CH:5]=[C:6]([CH2:25][CH2:26][C:27]([O:29][CH2:30][CH3:31])=[O:28])[CH:7]=[C:8]([C@H:11]([OH:24])[CH2:12]OS(C2C=CC(C)=CC=2)(=O)=O)[C:9]=1[F:10]. Product: [F:3][C:4]1[CH:5]=[C:6]([CH2:25][CH2:26][C:27]([O:29][CH2:30][CH3:31])=[O:28])[CH:7]=[C:8]([C@H:11]([OH:24])[CH2:12][I:1])[C:9]=1[F:10]. The catalyst class is: 21. (3) Reactant: [CH3:1][N:2]([CH3:32])[C:3]([CH3:31])([CH2:22][O:23][Si](C(C)(C)C)(C)C)[CH:4]([NH:11][C:12](=[O:21])[C:13]1[CH:18]=[CH:17][CH:16]=[C:15]([CH3:19])[C:14]=1[CH3:20])[C:5]1[CH:10]=[CH:9][CH:8]=[CH:7][CH:6]=1.[F-].C([N+](CCCC)(CCCC)CCCC)CCC.C(OCC)(=O)C.CCCCC. Product: [CH3:32][N:2]([CH3:1])[C:3]([CH3:31])([CH2:22][OH:23])[CH:4]([NH:11][C:12](=[O:21])[C:13]1[CH:18]=[CH:17][CH:16]=[C:15]([CH3:19])[C:14]=1[CH3:20])[C:5]1[CH:6]=[CH:7][CH:8]=[CH:9][CH:10]=1. The catalyst class is: 1. (4) Reactant: [Br-].[CH2:2]([O:9]CCC[P+](C1C=CC=CC=1)(C1C=CC=CC=1)C1C=CC=CC=1)[C:3]1C=CC=C[CH:4]=1.[H-].[Na+].[CH2:34]1[CH2:44][C:42](=O)[C:41]2[C:36](=[CH:37][CH:38]=[CH:39][CH:40]=2)[CH2:35]1.O. Product: [OH:9][CH2:2][CH2:3][CH2:4][CH:42]1[C:41]2[C:36](=[CH:37][CH:38]=[CH:39][CH:40]=2)[CH2:35][CH2:34][CH2:44]1. The catalyst class is: 7.